Dataset: Catalyst prediction with 721,799 reactions and 888 catalyst types from USPTO. Task: Predict which catalyst facilitates the given reaction. (1) Reactant: [F:1][C:2]1[CH:26]=[CH:25][C:5]([C:6]([NH:8][C@@H:9]2[CH2:13][CH2:12][C@H:11]([NH:14]C(=O)OCC3C=CC=CC=3)[CH2:10]2)=[O:7])=[CH:4][CH:3]=1. Product: [NH2:14][C@@H:11]1[CH2:12][CH2:13][C@H:9]([NH:8][C:6](=[O:7])[C:5]2[CH:4]=[CH:3][C:2]([F:1])=[CH:26][CH:25]=2)[CH2:10]1. The catalyst class is: 515. (2) Reactant: [CH3:1][C:2]1([CH3:31])[CH:11]=[CH:10][C:9]2[C:4](=[CH:5][C:6]([O:29][CH3:30])=[CH:7][C:8]=2[NH:12][C:13]2[C:14]([C:26]([OH:28])=O)=[CH:15][C:16]3[C:21]([C:22]=2[N+:23]([O-:25])=[O:24])=[CH:20][CH:19]=[CH:18][CH:17]=3)[O:3]1.FC(F)(F)C(OC(=O)C(F)(F)F)=O. Product: [CH3:30][O:29][C:6]1[CH:5]=[C:4]2[O:3][C:2]([CH3:1])([CH3:31])[CH:11]=[CH:10][C:9]2=[C:8]2[C:7]=1[C:26](=[O:28])[C:14]1[CH:15]=[C:16]3[CH:17]=[CH:18][CH:19]=[CH:20][C:21]3=[C:22]([N+:23]([O-:25])=[O:24])[C:13]=1[NH:12]2. The catalyst class is: 4. (3) Reactant: [NH:1]1[C:9]2[C:4](=[CH:5][C:6]([NH:10][CH:11]3[CH2:16]CN[CH2:13][CH2:12]3)=[CH:7][CH:8]=2)[CH:3]=[N:2]1.F[C:18](F)(F)[C:19](O)=O. Product: [NH:1]1[C:9]2[C:4](=[CH:5][C:6]([NH:10][CH:11]3[CH2:12][CH2:13][CH2:11][N:10]([CH:6]([C:19]4[CH:18]=[CH:8][CH:9]=[CH:4][CH:3]=4)[CH3:5])[CH2:16]3)=[CH:7][CH:8]=2)[CH:3]=[N:2]1. The catalyst class is: 22. (4) Reactant: C([O:4][CH2:5][C:6]1[CH:7]=[C:8]([NH:13][C:14]([C:16]2[CH:20]=[CH:19][O:18][C:17]=2[CH3:21])=[O:15])[CH:9]=[CH:10][C:11]=1[Cl:12])(=O)C.[OH-].[K+]. Product: [Cl:12][C:11]1[CH:10]=[CH:9][C:8]([NH:13][C:14]([C:16]2[CH:20]=[CH:19][O:18][C:17]=2[CH3:21])=[O:15])=[CH:7][C:6]=1[CH2:5][OH:4]. The catalyst class is: 6. (5) Reactant: [Cl:1][C:2]1[CH:3]=[C:4]([C@@H:8]([OH:34])[CH2:9][NH:10][CH2:11][CH2:12][C:13]2[CH:18]=[CH:17][C:16]([S:19]([C:22]3[CH:23]=[C:24]([CH:31]=[CH:32][CH:33]=3)[O:25][CH2:26][C:27]([O:29]C)=O)(=[O:21])=[O:20])=[CH:15][CH:14]=2)[CH:5]=[CH:6][CH:7]=1.[NH3:35]. Product: [ClH:1].[Cl:1][C:2]1[CH:3]=[C:4]([C@@H:8]([OH:34])[CH2:9][NH:10][CH2:11][CH2:12][C:13]2[CH:14]=[CH:15][C:16]([S:19]([C:22]3[CH:23]=[C:24]([CH:31]=[CH:32][CH:33]=3)[O:25][CH2:26][C:27]([NH2:35])=[O:29])(=[O:20])=[O:21])=[CH:17][CH:18]=2)[CH:5]=[CH:6][CH:7]=1. The catalyst class is: 5. (6) Reactant: [C:1]([C:5]1[CH:17]=[CH:16][C:8]([CH2:9][NH:10][C:11](=[O:15])[N:12]([CH3:14])[CH3:13])=[CH:7][CH:6]=1)([CH3:4])([CH3:3])[CH3:2].C([Li])(C)(C)C.[C:23](=[O:25])=[O:24]. Product: [C:1]([C:5]1[CH:6]=[CH:7][C:8]([CH2:9][NH:10][C:11]([N:12]([CH3:13])[CH3:14])=[O:15])=[C:16]([CH:17]=1)[C:23]([OH:25])=[O:24])([CH3:4])([CH3:2])[CH3:3]. The catalyst class is: 1.